The task is: Regression. Given a peptide amino acid sequence and an MHC pseudo amino acid sequence, predict their binding affinity value. This is MHC class I binding data.. This data is from Peptide-MHC class I binding affinity with 185,985 pairs from IEDB/IMGT. (1) The peptide sequence is RALIKTLPRASYSSH. The MHC is HLA-A02:06 with pseudo-sequence HLA-A02:06. The binding affinity (normalized) is 0.0514. (2) The peptide sequence is RLPGPSDTPIL. The MHC is HLA-A02:02 with pseudo-sequence HLA-A02:02. The binding affinity (normalized) is 0.403.